Task: Predict which catalyst facilitates the given reaction.. Dataset: Catalyst prediction with 721,799 reactions and 888 catalyst types from USPTO (1) Reactant: [OH:1][C@@H:2]1[CH2:7][CH2:6][N:5]([CH2:8][CH2:9][N:10]2[C:15](=[O:16])[CH:14]=[N:13][C:12]3[CH:17]=[CH:18][C:19]([O:21][CH3:22])=[N:20][C:11]2=3)[CH2:4][C@@H:3]1[CH2:23][NH:24]C(=O)OCC1C=CC=CC=1. Product: [NH2:24][CH2:23][C@@H:3]1[C@H:2]([OH:1])[CH2:7][CH2:6][N:5]([CH2:8][CH2:9][N:10]2[C:15](=[O:16])[CH2:14][NH:13][C:12]3[CH:17]=[CH:18][C:19]([O:21][CH3:22])=[N:20][C:11]2=3)[CH2:4]1. The catalyst class is: 320. (2) Reactant: [CH3:1][O:2][C:3]1[CH:8]=[CH:7][C:6]([NH:9][C:10]2[C:11](=O)[N:12]([CH2:22][C:23]([F:26])([F:25])[F:24])[C:13](=[O:21])[C:14]=2[C:15]2[CH:20]=[CH:19][CH:18]=[CH:17][CH:16]=2)=[CH:5][CH:4]=1.COC1C=CC(P2(SP(C3C=CC(OC)=CC=3)(=S)S2)=[S:37])=CC=1. Product: [CH3:1][O:2][C:3]1[CH:8]=[CH:7][C:6]([NH:9][C:10]2[C:11](=[S:37])[N:12]([CH2:22][C:23]([F:26])([F:25])[F:24])[C:13](=[O:21])[C:14]=2[C:15]2[CH:20]=[CH:19][CH:18]=[CH:17][CH:16]=2)=[CH:5][CH:4]=1. The catalyst class is: 11. (3) Reactant: [Cl:1][C:2]1[CH:7]=[CH:6][C:5]([C:8]([C:10]2[N:18]3[C:13]([CH:14]=[C:15]([O:19][CH2:20][C:21]4[CH:30]=[CH:29][C:28]5[C:23](=[CH:24][CH:25]=[CH:26][CH:27]=5)[N:22]=4)[CH:16]=[CH:17]3)=[C:12]([C:31](=[O:37])[CH2:32][C:33]([CH3:36])([CH3:35])[CH3:34])[C:11]=2[CH2:38][C:39]([CH3:46])([CH3:45])[C:40]([O:42]CC)=[O:41])=[O:9])=[CH:4][CH:3]=1.[OH-].[Na+].Cl. Product: [Cl:1][C:2]1[CH:3]=[CH:4][C:5]([C:8]([C:10]2[N:18]3[C:13]([CH:14]=[C:15]([O:19][CH2:20][C:21]4[CH:30]=[CH:29][C:28]5[C:23](=[CH:24][CH:25]=[CH:26][CH:27]=5)[N:22]=4)[CH:16]=[CH:17]3)=[C:12]([C:31](=[O:37])[CH2:32][C:33]([CH3:35])([CH3:36])[CH3:34])[C:11]=2[CH2:38][C:39]([CH3:46])([CH3:45])[C:40]([OH:42])=[O:41])=[O:9])=[CH:6][CH:7]=1. The catalyst class is: 36. (4) Reactant: [Cl:1][C:2]1[CH:3]=[C:4]([CH2:10][OH:11])[CH:5]=[N:6][C:7]=1[O:8][CH3:9].[H-].[Na+].[Cl:14][C:15]1[CH:16]=[C:17]([CH:20]=[CH:21][C:22]=1F)[C:18]#[N:19]. Product: [Cl:14][C:15]1[CH:16]=[C:17]([CH:20]=[CH:21][C:22]=1[O:11][CH2:10][C:4]1[CH:5]=[N:6][C:7]([O:8][CH3:9])=[C:2]([Cl:1])[CH:3]=1)[C:18]#[N:19]. The catalyst class is: 3. (5) Reactant: C[O:2][C:3](=[O:35])[C@@H:4]([NH:24][C:25](=[O:34])[C:26]1[C:31]([Cl:32])=[CH:30][CH:29]=[CH:28][C:27]=1[Cl:33])[CH2:5]/[CH:6]=[CH:7]/[C:8]1[CH:13]=[CH:12][C:11]([N:14]([CH:21]([CH3:23])[CH3:22])[C:15]2[N:20]=[CH:19][CH:18]=[CH:17][N:16]=2)=[CH:10][CH:9]=1.[OH-].[Li+].O. Product: [Cl:33][C:27]1[CH:28]=[CH:29][CH:30]=[C:31]([Cl:32])[C:26]=1[C:25]([NH:24][C@@H:4]([CH2:5]/[CH:6]=[CH:7]/[C:8]1[CH:9]=[CH:10][C:11]([N:14]([CH:21]([CH3:23])[CH3:22])[C:15]2[N:16]=[CH:17][CH:18]=[CH:19][N:20]=2)=[CH:12][CH:13]=1)[C:3]([OH:35])=[O:2])=[O:34]. The catalyst class is: 1. (6) Reactant: Br[C:2]1[CH:6]=[CH:5][S:4][C:3]=1[CH3:7].CS(C)=O.[CH3:12][C:13]1([CH3:29])[C:17]([CH3:19])([CH3:18])[O:16][B:15]([B:15]2[O:16][C:17]([CH3:19])([CH3:18])[C:13]([CH3:29])([CH3:12])[O:14]2)[O:14]1.CC([O-])=O.[K+]. Product: [CH3:12][C:13]1([CH3:29])[C:17]([CH3:19])([CH3:18])[O:16][B:15]([C:2]2[CH:6]=[CH:5][S:4][C:3]=2[CH3:7])[O:14]1. The catalyst class is: 587.